This data is from Reaction yield outcomes from USPTO patents with 853,638 reactions. The task is: Predict the reaction yield, written as a fraction of the theoretical maximum amount of product (1.0 means a 100% yield; for example, 0.34 means a 34% yield). (1) The reactants are [H-].[Al+3].[Li+].[H-].[H-].[H-].[CH3:7][N:8]([CH:16]1[CH2:21][CH2:20][C:19]([C:22]2[C:26]3=[N:27][CH:28]=[CH:29][CH:30]=[C:25]3[NH:24][CH:23]=2)=[CH:18][CH2:17]1)[C:9](=O)OC(C)(C)C.C(OCC)(=O)C. The catalyst is O1CCCC1. The product is [CH3:7][N:8]([CH3:9])[CH:16]1[CH2:21][CH2:20][C:19]([C:22]2[C:26]3=[N:27][CH:28]=[CH:29][CH:30]=[C:25]3[NH:24][CH:23]=2)=[CH:18][CH2:17]1. The yield is 0.660. (2) The reactants are [Br:1][C:2]1[CH:3]=[CH:4][CH:5]=[C:6]2[C:11]=1[N:10]([CH3:12])[CH:9]=[C:8]([OH:13])[C:7]2=[O:14].C(=O)([O-])[O-].[K+].[K+].Cl[CH2:22][C:23]1[CH:28]=[CH:27][C:26]([O:29][CH3:30])=[CH:25][CH:24]=1.[I-].[K+]. The catalyst is CN(C)C=O. The product is [Br:1][C:2]1[CH:3]=[CH:4][CH:5]=[C:6]2[C:11]=1[N:10]([CH3:12])[CH:9]=[C:8]([O:13][CH2:22][C:23]1[CH:28]=[CH:27][C:26]([O:29][CH3:30])=[CH:25][CH:24]=1)[C:7]2=[O:14]. The yield is 0.770. (3) The catalyst is O1CCCC1. The yield is 0.680. The reactants are [CH3:1][Mg]Br.[Cl:4][C:5]1[C:6]2[N:7]([N:24]=[CH:25][CH:26]=2)[C:8]([C:17]2[CH:22]=[CH:21][CH:20]=[C:19]([F:23])[CH:18]=2)=[C:9]([C:11](N(OC)C)=[O:12])[CH:10]=1. The product is [Cl:4][C:5]1[C:6]2[N:7]([N:24]=[CH:25][CH:26]=2)[C:8]([C:17]2[CH:22]=[CH:21][CH:20]=[C:19]([F:23])[CH:18]=2)=[C:9]([C:11](=[O:12])[CH3:1])[CH:10]=1. (4) The reactants are [C:1]([O:4][C@H:5]1[CH2:22][CH2:21][C@@:20]2([CH3:23])[C@@H:7]([CH2:8][CH2:9][C@:10]3([CH3:34])[C@@H:19]2[CH2:18][CH2:17][C@H:16]2[C@@:11]3([CH3:33])[CH2:12][CH2:13][C@@:14]3([C:30](O)=[O:31])[CH2:26][CH2:25][C@@H:24]([C:27]([CH3:29])=[CH2:28])[C@@H:15]32)[C:6]1([CH3:36])[CH3:35])(=[O:3])[CH3:2].C(Cl)(C(Cl)=O)=O.[NH2:43][C@@H:44]1[CH2:47][C@H:46]([C:48]([N:50]2[CH2:55][CH2:54][O:53][CH2:52][CH2:51]2)=[O:49])[C:45]1([CH3:57])[CH3:56]. The catalyst is C(Cl)Cl. The product is [C:1]([O:4][C@H:5]1[CH2:22][CH2:21][C@@:20]2([CH3:23])[C@@H:7]([CH2:8][CH2:9][C@:10]3([CH3:34])[C@@H:19]2[CH2:18][CH2:17][C@H:16]2[C@@:11]3([CH3:33])[CH2:12][CH2:13][C@@:14]3([C:30](=[O:31])[NH:43][C@@H:44]4[CH2:47][C@H:46]([C:48]([N:50]5[CH2:55][CH2:54][O:53][CH2:52][CH2:51]5)=[O:49])[C:45]4([CH3:57])[CH3:56])[CH2:26][CH2:25][C@@H:24]([C:27]([CH3:29])=[CH2:28])[C@@H:15]32)[C:6]1([CH3:36])[CH3:35])(=[O:3])[CH3:2]. The yield is 0.820. (5) The reactants are C(OC([N:8]([C:16]1[C:21]([F:22])=[C:20]([CH3:23])[CH:19]=[C:18](Br)[C:17]=1[CH3:25])C(=O)OC(C)(C)C)=O)(C)(C)C.CC([O-])=[O:28].[K+].B1(B2OC(C)(C)C(C)(C)O2)OC(C)(C)C(C)(C)O1.OO.[OH-].[Na+].Cl.O1CCOCC1. The catalyst is CS(C)=O.C1COCC1.CO.C1C=CC(P(C2C=CC=CC=2)[C-]2C=CC=C2)=CC=1.C1C=CC(P(C2C=CC=CC=2)[C-]2C=CC=C2)=CC=1.Cl[Pd]Cl.[Fe+2].O. The product is [NH2:8][C:16]1[C:17]([CH3:25])=[C:18]([OH:28])[CH:19]=[C:20]([CH3:23])[C:21]=1[F:22]. The yield is 0.520. (6) The reactants are N(C(OCC)=O)=N[C:3](OCC)=[O:4].[Cl:13][C:14]1[CH:33]=[CH:32][C:17]([NH:18][C:19]2[C:28]3[C:23](=[CH:24][C:25](O)=[C:26](OC)[CH:27]=3)[N:22]=[CH:21][N:20]=2)=[C:16]([F:34])[CH:15]=1.C1(P(C2C=CC=CC=2)C2C=CC=CC=2)C=CC=CC=1.OCCCN1CCC[C@H]1C(N)=O. The catalyst is C(Cl)Cl. The product is [ClH:13].[Cl:13][C:14]1[CH:33]=[CH:32][C:17]([NH:18][C:19]2([O:4][CH3:3])[C:28]3[C:23](=[CH:24][CH:25]=[CH:26][CH:27]=3)[N:22]=[CH:21][NH:20]2)=[C:16]([F:34])[CH:15]=1. The yield is 0.320. (7) The reactants are [CH3:1][O:2][C:3]1[CH:39]=[CH:38][CH:37]=[CH:36][C:4]=1[O:5][CH:6]([CH2:12][CH2:13][CH:14]=[CH:15][C:16]1[CH:21]=[C:20]([O:22][CH3:23])[CH:19]=[CH:18][C:17]=1[O:24][CH2:25][C:26]1[CH:31]=[CH:30][C:29]([C:32]([F:35])([F:34])[F:33])=[CH:28][CH:27]=1)[C:7]([O:9]CC)=[O:8].[OH-].[Na+]. The catalyst is CO. The product is [CH3:1][O:2][C:3]1[CH:39]=[CH:38][CH:37]=[CH:36][C:4]=1[O:5][CH:6]([CH2:12][CH2:13][CH:14]=[CH:15][C:16]1[CH:21]=[C:20]([O:22][CH3:23])[CH:19]=[CH:18][C:17]=1[O:24][CH2:25][C:26]1[CH:27]=[CH:28][C:29]([C:32]([F:34])([F:35])[F:33])=[CH:30][CH:31]=1)[C:7]([OH:9])=[O:8]. The yield is 0.860.